From a dataset of Peptide-MHC class I binding affinity with 185,985 pairs from IEDB/IMGT. Regression. Given a peptide amino acid sequence and an MHC pseudo amino acid sequence, predict their binding affinity value. This is MHC class I binding data. (1) The peptide sequence is EQFENKTI. The MHC is H-2-Kb with pseudo-sequence H-2-Kb. The binding affinity (normalized) is 0. (2) The peptide sequence is NPDVTLVQY. The MHC is HLA-B53:01 with pseudo-sequence HLA-B53:01. The binding affinity (normalized) is 0.574. (3) The peptide sequence is RLCYGGPWK. The MHC is HLA-A11:01 with pseudo-sequence HLA-A11:01. The binding affinity (normalized) is 0.456.